This data is from CYP2D6 inhibition data for predicting drug metabolism from PubChem BioAssay. The task is: Regression/Classification. Given a drug SMILES string, predict its absorption, distribution, metabolism, or excretion properties. Task type varies by dataset: regression for continuous measurements (e.g., permeability, clearance, half-life) or binary classification for categorical outcomes (e.g., BBB penetration, CYP inhibition). Dataset: cyp2d6_veith. (1) The molecule is CC(=O)[C@@H]1CC[C@@H]2[C@@H]3CC=C4C[C@H](OS(=O)(=O)[O-])CC[C@@]4(C)[C@H]3CC[C@@]12C.[Na+]. The result is 0 (non-inhibitor). (2) The molecule is COc1ccc2c(c1)C(=O)N(c1ccccc1)C(=O)C2. The result is 0 (non-inhibitor). (3) The drug is COc1ccccc1CNC(=O)C/C(C)=N/NC(=O)Cc1ccccc1. The result is 0 (non-inhibitor). (4) The compound is C#C[C@@]1(OC(C)=O)CC[C@@H]2[C@@H]3CCC4=C[C@@H](OC(C)=O)CC[C@H]4[C@H]3CC[C@]21C. The result is 0 (non-inhibitor). (5) The molecule is CCNc1ncc2nc(-c3ccc(OC)cc3)c(=O)n(Cc3cccc(OC)c3)c2n1. The result is 0 (non-inhibitor). (6) The compound is Cc1nnc(SCc2nc(N)nc(Nc3ccccc3)n2)s1. The result is 0 (non-inhibitor). (7) The molecule is Cc1cc(C)n(-c2cc(N3CCN(C(=O)c4ccc(C(C)(C)C)cc4)CC3)ccc2[N+](=O)[O-])n1. The result is 0 (non-inhibitor).